From a dataset of hERG potassium channel inhibition data for cardiac toxicity prediction from Karim et al.. Regression/Classification. Given a drug SMILES string, predict its toxicity properties. Task type varies by dataset: regression for continuous values (e.g., LD50, hERG inhibition percentage) or binary classification for toxic/non-toxic outcomes (e.g., AMES mutagenicity, cardiotoxicity, hepatotoxicity). Dataset: herg_karim. (1) The molecule is CNCc1cc(C(N)=O)ccc1Oc1ccc(Cl)cc1OC. The result is 1 (blocker). (2) The compound is CN[C@@H]1CCN(c2ccc(Cl)c(Cl)c2)c2ccccc21. The result is 1 (blocker).